This data is from Catalyst prediction with 721,799 reactions and 888 catalyst types from USPTO. The task is: Predict which catalyst facilitates the given reaction. (1) Reactant: [NH3:1].[NH:2]1[C:10]2[C:5](=[N:6][CH:7]=[CH:8][CH:9]=2)[C:4]([CH2:11][C:12]([O:14]CC)=O)=[CH:3]1. Product: [NH:2]1[C:10]2[C:5](=[N:6][CH:7]=[CH:8][CH:9]=2)[C:4]([CH2:11][C:12]([NH2:1])=[O:14])=[CH:3]1. The catalyst class is: 5. (2) The catalyst class is: 136. Product: [C:45]1([CH2:51][CH2:52][C:53]2[CH:54]=[CH:55][C:56]([CH2:57][NH:58][C:38](=[O:40])[C:37]3[CH:41]=[CH:42][CH:43]=[N:44][C:36]=3[NH2:35])=[CH:59][CH:60]=2)[CH:50]=[CH:49][CH:48]=[CH:47][CH:46]=1. Reactant: CN([P+](ON1N=NC2C=CC=CC1=2)(N(C)C)N(C)C)C.F[P-](F)(F)(F)(F)F.C(N(CC)CC)C.[NH2:35][C:36]1[N:44]=[CH:43][CH:42]=[CH:41][C:37]=1[C:38]([OH:40])=O.[C:45]1([CH2:51][CH2:52][C:53]2[CH:60]=[CH:59][C:56]([CH2:57][NH2:58])=[CH:55][CH:54]=2)[CH:50]=[CH:49][CH:48]=[CH:47][CH:46]=1. (3) Reactant: [F:1][C:2]1[CH:7]=[CH:6][CH:5]=[CH:4][C:3]=1[CH:8]=[CH:9][C:10]([NH:12][C@H:13]([C:24]([O:26]C)=[O:25])[CH2:14][C:15]1[C:23]2[C:18](=[CH:19][CH:20]=[CH:21][CH:22]=2)[NH:17][CH:16]=1)=[O:11].[OH-].[Na+]. Product: [F:1][C:2]1[CH:7]=[CH:6][CH:5]=[CH:4][C:3]=1[CH:8]=[CH:9][C:10]([NH:12][C@H:13]([C:24]([OH:26])=[O:25])[CH2:14][C:15]1[C:23]2[C:18](=[CH:19][CH:20]=[CH:21][CH:22]=2)[NH:17][CH:16]=1)=[O:11]. The catalyst class is: 5. (4) Reactant: [C:1]([N:20]1[CH2:25][CH2:24][C:23]2[S:26][CH:27]=[CH:28][C:22]=2[CH2:21]1)([C:14]1[CH:19]=[CH:18][CH:17]=[CH:16][CH:15]=1)([C:8]1[CH:13]=[CH:12][CH:11]=[CH:10][CH:9]=1)[C:2]1[CH:7]=[CH:6][CH:5]=[CH:4][CH:3]=1.C([Li])CCC.B(OCCCC)(OCCCC)[O:35]CCCC.OO. Product: [C:1]([N:20]1[CH2:25][CH2:24][CH:23]2[S:26](=[O:35])[CH2:27][CH:28]=[C:22]2[CH2:21]1)([C:14]1[CH:19]=[CH:18][CH:17]=[CH:16][CH:15]=1)([C:2]1[CH:7]=[CH:6][CH:5]=[CH:4][CH:3]=1)[C:8]1[CH:9]=[CH:10][CH:11]=[CH:12][CH:13]=1. The catalyst class is: 132. (5) Reactant: [NH2:1][C:2]1[N:7]([CH2:8][CH2:9][CH2:10][CH3:11])[C:6](=[O:12])[N:5]([CH2:13][C:14]2[CH:19]=[CH:18][CH:17]=[CH:16][C:15]=2[F:20])[C:4](=[O:21])[C:3]=1[NH:22][C:23]([CH2:25][C:26]1[CH:31]=[CH:30][C:29]([NH:32][C:33]([C:35]2[N:39]=[CH:38][N:37]([C:40]([C:53]3[CH:58]=[CH:57][CH:56]=[CH:55][CH:54]=3)([C:47]3[CH:52]=[CH:51][CH:50]=[CH:49][CH:48]=3)[C:41]3[CH:46]=[CH:45][CH:44]=[CH:43][CH:42]=3)[N:36]=2)=[O:34])=[CH:28][CH:27]=1)=O.[OH-].[Na+].Cl. Product: [CH2:8]([N:7]1[C:2]2[N:1]=[C:23]([CH2:25][C:26]3[CH:27]=[CH:28][C:29]([NH:32][C:33]([C:35]4[N:39]=[CH:38][N:37]([C:40]([C:53]5[CH:58]=[CH:57][CH:56]=[CH:55][CH:54]=5)([C:47]5[CH:48]=[CH:49][CH:50]=[CH:51][CH:52]=5)[C:41]5[CH:42]=[CH:43][CH:44]=[CH:45][CH:46]=5)[N:36]=4)=[O:34])=[CH:30][CH:31]=3)[NH:22][C:3]=2[C:4](=[O:21])[N:5]([CH2:13][C:14]2[CH:19]=[CH:18][CH:17]=[CH:16][C:15]=2[F:20])[C:6]1=[O:12])[CH2:9][CH2:10][CH3:11]. The catalyst class is: 5. (6) Reactant: [F:1][C:2]([CH3:28])([CH3:27])[CH2:3][N:4]1[CH2:9][CH2:8][CH:7]([CH2:10][O:11][C:12]2[CH:17]=[CH:16][C:15]([C:18]3[CH:23]=[CH:22][C:21]([C:24](O)=[O:25])=[CH:20][CH:19]=3)=[CH:14][CH:13]=2)[CH2:6][CH2:5]1.[NH4+].[Cl-].C(Cl)CCl.C1C=CC2N(O)N=[N:41]C=2C=1.CCN(C(C)C)C(C)C. Product: [F:1][C:2]([CH3:28])([CH3:27])[CH2:3][N:4]1[CH2:9][CH2:8][CH:7]([CH2:10][O:11][C:12]2[CH:17]=[CH:16][C:15]([C:18]3[CH:23]=[CH:22][C:21]([C:24]([NH2:41])=[O:25])=[CH:20][CH:19]=3)=[CH:14][CH:13]=2)[CH2:6][CH2:5]1. The catalyst class is: 3. (7) Reactant: [Cl:1][C:2]1[CH:7]=[C:6]([C:8]2[CH:13]=[N:12][CH:11]=[C:10]([CH3:14])[N:9]=2)[CH:5]=[CH:4][C:3]=1[C:15]1[C:27](=[O:28])[N:26]([CH2:29][CH2:30][C@H:31]2[CH2:35][O:34][C:33]([CH3:37])([CH3:36])[O:32]2)[C:18]2[N:19]=[C:20](S(C)=O)[N:21]=[CH:22][C:17]=2[CH:16]=1.Cl.[CH2:39]([NH2:41])[CH3:40].CCN(C(C)C)C(C)C. Product: [Cl:1][C:2]1[CH:7]=[C:6]([C:8]2[CH:13]=[N:12][CH:11]=[C:10]([CH3:14])[N:9]=2)[CH:5]=[CH:4][C:3]=1[C:15]1[C:27](=[O:28])[N:26]([CH2:29][CH2:30][C@H:31]2[CH2:35][O:34][C:33]([CH3:37])([CH3:36])[O:32]2)[C:18]2[N:19]=[C:20]([NH:41][CH2:39][CH3:40])[N:21]=[CH:22][C:17]=2[CH:16]=1. The catalyst class is: 41. (8) Reactant: Cl[C:2]1[O:3][C:4]([N:9]2[CH2:14][CH2:13][O:12][CH2:11][CH2:10]2)=[CH:5][C:6](=[O:8])[CH:7]=1.CC1(C)C(C)(C)OB([C:23]2[C:33]3[S:32][C:31]4[CH:34]=[CH:35][CH:36]=[CH:37][C:30]=4[CH2:29][C:28](=[O:38])[C:27]=3[CH:26]=[CH:25][CH:24]=2)O1.C(=O)([O-])[O-].[K+].[K+].N#N. Product: [N:9]1([C:4]2[O:3][C:2]([C:23]3[C:33]4[S:32][C:31]5[CH:34]=[CH:35][CH:36]=[CH:37][C:30]=5[CH2:29][C:28](=[O:38])[C:27]=4[CH:26]=[CH:25][CH:24]=3)=[CH:7][C:6](=[O:8])[CH:5]=2)[CH2:14][CH2:13][O:12][CH2:11][CH2:10]1. The catalyst class is: 77. (9) Reactant: [Br:1][C:2]1[C:10]([F:11])=[CH:9][C:5]([C:6]([OH:8])=[O:7])=[C:4](F)[CH:3]=1.[NH2:13][NH2:14].[ClH:15]. Product: [ClH:15].[Br:1][C:2]1[C:10]([F:11])=[CH:9][C:5]([C:6]([OH:8])=[O:7])=[C:4]([NH:13][NH2:14])[CH:3]=1. The catalyst class is: 60.